Dataset: NCI-60 drug combinations with 297,098 pairs across 59 cell lines. Task: Regression. Given two drug SMILES strings and cell line genomic features, predict the synergy score measuring deviation from expected non-interaction effect. (1) Drug 1: CCC1=CC2CC(C3=C(CN(C2)C1)C4=CC=CC=C4N3)(C5=C(C=C6C(=C5)C78CCN9C7C(C=CC9)(C(C(C8N6C)(C(=O)OC)O)OC(=O)C)CC)OC)C(=O)OC.C(C(C(=O)O)O)(C(=O)O)O. Drug 2: COC1=NC(=NC2=C1N=CN2C3C(C(C(O3)CO)O)O)N. Cell line: SK-MEL-5. Synergy scores: CSS=20.7, Synergy_ZIP=2.15, Synergy_Bliss=4.79, Synergy_Loewe=-42.3, Synergy_HSA=0.688. (2) Drug 1: CC1CCC2CC(C(=CC=CC=CC(CC(C(=O)C(C(C(=CC(C(=O)CC(OC(=O)C3CCCCN3C(=O)C(=O)C1(O2)O)C(C)CC4CCC(C(C4)OC)OCCO)C)C)O)OC)C)C)C)OC. Drug 2: CC1C(C(CC(O1)OC2CC(CC3=C2C(=C4C(=C3O)C(=O)C5=CC=CC=C5C4=O)O)(C(=O)C)O)N)O. Cell line: SR. Synergy scores: CSS=55.8, Synergy_ZIP=-2.17, Synergy_Bliss=-2.41, Synergy_Loewe=2.55, Synergy_HSA=7.41.